This data is from Forward reaction prediction with 1.9M reactions from USPTO patents (1976-2016). The task is: Predict the product of the given reaction. (1) Given the reactants [OH:1][CH:2]([C:17]1[CH:22]=[CH:21][CH:20]=[CH:19][CH:18]=1)[CH2:3][C:4]([NH:6][CH2:7][C:8]1[CH:13]=[CH:12][CH:11]=[CH:10][C:9]=1[N+:14]([O-:16])=[O:15])=O.O1CCCC1.O1CCCC1.B.CO, predict the reaction product. The product is: [N+:14]([C:9]1[CH:10]=[CH:11][CH:12]=[CH:13][C:8]=1[CH2:7][NH:6][CH2:4][CH2:3][CH:2]([C:17]1[CH:18]=[CH:19][CH:20]=[CH:21][CH:22]=1)[OH:1])([O-:16])=[O:15]. (2) Given the reactants [CH3:1][O:2][CH:3]([O:11][CH3:12])[C:4]1[CH:9]=[CH:8][N:7]=[C:6](Cl)[CH:5]=1.[NH3:13], predict the reaction product. The product is: [CH3:1][O:2][CH:3]([O:11][CH3:12])[C:4]1[CH:9]=[CH:8][N:7]=[C:6]([NH2:13])[CH:5]=1. (3) Given the reactants [Li]N1C(C)(C)CCCC1(C)C.[CH3:12][O:13][C:14]1[CH:15]=[C:16]([CH:20]=[CH:21][CH:22]=1)[C:17]([OH:19])=[O:18].[F:23][C:24]1[CH:31]=[CH:30][C:27]([CH:28]=O)=[CH:26][CH:25]=1, predict the reaction product. The product is: [F:23][C:24]1[CH:31]=[CH:30][C:27]([CH:28]2[C:15]3[C:16](=[CH:20][CH:21]=[CH:22][C:14]=3[O:13][CH3:12])[C:17](=[O:19])[O:18]2)=[CH:26][CH:25]=1.